This data is from Reaction yield outcomes from USPTO patents with 853,638 reactions. The task is: Predict the reaction yield, written as a fraction of the theoretical maximum amount of product (1.0 means a 100% yield; for example, 0.34 means a 34% yield). (1) The reactants are [CH2:1]([C:13]1([CH2:24][CH2:25][CH2:26][CH2:27][CH2:28][CH2:29][CH2:30][CH2:31][CH2:32][CH2:33][CH2:34][CH3:35])[C:23]2[CH:22]=[CH:21][S:20][C:19]=2[C:15]2[S:16][CH:17]=[CH:18][C:14]1=2)[CH2:2][CH2:3][CH2:4][CH2:5][CH2:6][CH2:7][CH2:8][CH2:9][CH2:10][CH2:11][CH3:12].C([Li])(C)(C)C.[CH3:41][Sn:42](Cl)([CH3:44])[CH3:43].O. The catalyst is C1COCC1.CCCCC. The product is [CH2:24]([C:13]1([CH2:1][CH2:2][CH2:3][CH2:4][CH2:5][CH2:6][CH2:7][CH2:8][CH2:9][CH2:10][CH2:11][CH3:12])[C:14]2[CH:18]=[C:17]([Sn:42]([CH3:44])([CH3:43])[CH3:41])[S:16][C:15]=2[C:19]2[S:20][C:21]([Sn:42]([CH3:44])([CH3:43])[CH3:41])=[CH:22][C:23]1=2)[CH2:25][CH2:26][CH2:27][CH2:28][CH2:29][CH2:30][CH2:31][CH2:32][CH2:33][CH2:34][CH3:35]. The yield is 0.950. (2) The catalyst is C(O)(=O)C. The reactants are [N+:1]([C:4]1[CH:5]=[C:6]2[C:11](=[O:12])[O:10][C:8](=O)[C:7]2=[CH:13][CH:14]=1)([O-:3])=[O:2].Cl.[NH2:16][CH:17]1[CH2:23][CH2:22][C:21](=[O:24])[NH:20][C:18]1=[O:19].C([O-])(=O)C.[Na+]. The product is [O:10]=[C:8]1[C:7]2[C:6](=[CH:5][C:4]([N+:1]([O-:3])=[O:2])=[CH:14][CH:13]=2)[C:11](=[O:12])[N:16]1[CH:17]1[CH2:23][CH2:22][C:21](=[O:24])[NH:20][C:18]1=[O:19]. The yield is 0.540. (3) The reactants are [O:1]([C:8]1[CH:15]=[CH:14][C:11]([CH:12]=[O:13])=[CH:10][CH:9]=1)[C:2]1[CH:7]=[CH:6][CH:5]=[CH:4][CH:3]=1.C[O-].[Na+:18].[N+:19]([CH3:22])([O-:21])=[O:20]. The catalyst is CO. The product is [N+:19]([CH2:22][CH:12]([C:11]1[CH:10]=[CH:9][C:8]([O:1][C:2]2[CH:3]=[CH:4][CH:5]=[CH:6][CH:7]=2)=[CH:15][CH:14]=1)[O-:13])([O-:21])=[O:20].[Na+:18]. The yield is 0.550. (4) The reactants are [C:1]1([CH3:18])[CH:6]=[CH:5][C:4]([S:7]([NH:10][C@@H:11]2[CH2:16][CH2:15][CH2:14][CH2:13][C@H:12]2[NH2:17])(=[O:9])=[O:8])=[CH:3][CH:2]=1.[OH-].[Na+].[C:21]([O:25][C:26](O[C:26]([O:25][C:21]([CH3:24])([CH3:23])[CH3:22])=[O:27])=[O:27])([CH3:24])([CH3:23])[CH3:22]. The catalyst is C1COCC1. The product is [C:1]1([CH3:18])[CH:2]=[CH:3][C:4]([S:7]([NH:10][C@@H:11]2[CH2:16][CH2:15][CH2:14][CH2:13][C@H:12]2[NH:17][C:26]([O:25][C:21]([CH3:24])([CH3:23])[CH3:22])=[O:27])(=[O:8])=[O:9])=[CH:5][CH:6]=1. The yield is 0.881. (5) The reactants are [Cl:1][C:2]1[CH:3]=[C:4]([CH2:8][C:9]([CH3:17])([CH3:16])[CH2:10][C:11](=[O:15])[C:12]([OH:14])=[O:13])[CH:5]=[CH:6][CH:7]=1.S(=O)(=O)(O)O.C(=O)(O)[O-].[Na+].[CH2:28](O)[CH3:29]. No catalyst specified. The product is [CH2:28]([O:13][C:12](=[O:14])[C:11](=[O:15])[CH2:10][C:9]([CH3:17])([CH3:16])[CH2:8][C:4]1[CH:5]=[CH:6][CH:7]=[C:2]([Cl:1])[CH:3]=1)[CH3:29]. The yield is 0.446. (6) The reactants are [Br:1][C:2]1[CH:10]=[C:9]([F:11])[CH:8]=[CH:7][C:3]=1[C:4](O)=[O:5].O1CCCC1.B. The catalyst is C1COCC1. The product is [Br:1][C:2]1[CH:10]=[C:9]([F:11])[CH:8]=[CH:7][C:3]=1[CH2:4][OH:5]. The yield is 0.960.